This data is from Catalyst prediction with 721,799 reactions and 888 catalyst types from USPTO. The task is: Predict which catalyst facilitates the given reaction. (1) The catalyst class is: 1. Reactant: [CH2:1]([N:3]([CH2:11][C:12]([N:14]1[CH2:19][CH2:18][O:17][C:16]2[CH:20]=[C:21]([N+:24]([O-:26])=[O:25])[CH:22]=[CH:23][C:15]1=2)=O)[C:4](=[O:10])[O:5][C:6]([CH3:9])([CH3:8])[CH3:7])[CH3:2].B.C1COCC1.CO. Product: [CH2:1]([N:3]([CH2:11][CH2:12][N:14]1[CH2:19][CH2:18][O:17][C:16]2[CH:20]=[C:21]([N+:24]([O-:26])=[O:25])[CH:22]=[CH:23][C:15]1=2)[C:4](=[O:10])[O:5][C:6]([CH3:9])([CH3:7])[CH3:8])[CH3:2]. (2) Reactant: Br[C:2]1[CH:3]=[CH:4][C:5]2[O:14][CH2:13][CH2:12][C:11]3[S:10][C:9]([C:15]4[N:16]([CH:20]([CH3:22])[CH3:21])[N:17]=[CH:18][N:19]=4)=[N:8][C:7]=3[C:6]=2[CH:23]=1.[CH3:24][C:25]1[N:30]=[CH:29][C:28](B(O)O)=[CH:27][CH:26]=1. Product: [CH:20]([N:16]1[C:15]([C:9]2[S:10][C:11]3[CH2:12][CH2:13][O:14][C:5]4[CH:4]=[CH:3][C:2]([C:28]5[CH:29]=[N:30][C:25]([CH3:24])=[CH:26][CH:27]=5)=[CH:23][C:6]=4[C:7]=3[N:8]=2)=[N:19][CH:18]=[N:17]1)([CH3:22])[CH3:21]. The catalyst class is: 3. (3) Reactant: [OH:1][CH2:2][C:3]#[C:4][C:5]1[CH:12]=[CH:11][C:8]([C:9]#[N:10])=[CH:7][CH:6]=1.[H][H]. Product: [OH:1][CH2:2][CH2:3][CH2:4][C:5]1[CH:6]=[CH:7][C:8]([C:9]#[N:10])=[CH:11][CH:12]=1. The catalyst class is: 99. (4) Reactant: [CH3:1][C:2]([NH:14]C(=O)C)([C:4]1[CH:9]=[CH:8][CH:7]=[C:6]([C:10]([F:13])([F:12])[F:11])[N:5]=1)[CH3:3].Cl.[OH-].[Na+]. Product: [CH3:3][C:2]([NH2:14])([C:4]1[CH:9]=[CH:8][CH:7]=[C:6]([C:10]([F:12])([F:13])[F:11])[N:5]=1)[CH3:1]. The catalyst class is: 6. (5) Reactant: [CH3:1][C:2]([CH3:4])=O.C(O)(=O)C.[NH2:9][C:10]1[C:11]([Cl:16])=[N:12][CH:13]=[CH:14][CH:15]=1.N. Product: [Cl:16][C:11]1[C:10]([NH:9][CH:2]([CH3:4])[CH3:1])=[CH:15][CH:14]=[CH:13][N:12]=1. The catalyst class is: 46. (6) Reactant: [Cl:1][C:2]1[CH:3]=[C:4]([C:29](O)=[O:30])[CH:5]=[N:6][C:7]=1[NH:8][NH:9][C:10]([NH:12][CH:13]1[C:19]2[CH:20]=[N:21][CH:22]=[CH:23][C:18]=2[CH2:17][CH2:16][C:15]2[C:24]([F:28])=[CH:25][CH:26]=[CH:27][C:14]1=2)=[S:11].CN(C(ON1N=NC2C=CC=NC1=2)=[N+](C)C)C.F[P-](F)(F)(F)(F)F.CCN(C(C)C)C(C)C.Cl.[NH2:66][C@@H:67]1[CH2:71][CH2:70][N:69]([C:72]2[CH:77]=[CH:76][CH:75]=[CH:74][CH:73]=2)[C:68]1=[O:78]. Product: [Cl:1][C:2]1[CH:3]=[C:4]([C:29]([NH:66][C@@H:67]2[CH2:71][CH2:70][N:69]([C:72]3[CH:77]=[CH:76][CH:75]=[CH:74][CH:73]=3)[C:68]2=[O:78])=[O:30])[CH:5]=[N:6][C:7]=1[NH:8][NH:9][C:10]([NH:12][CH:13]1[C:19]2[CH:20]=[N:21][CH:22]=[CH:23][C:18]=2[CH2:17][CH2:16][C:15]2[C:24]([F:28])=[CH:25][CH:26]=[CH:27][C:14]1=2)=[S:11]. The catalyst class is: 44. (7) Reactant: [OH:1][C:2]1[C:11]([O:12][CH3:13])=[CH:10][CH:9]=[C:8]2[C:3]=1[CH2:4][CH2:5][N:6]1[CH2:17][CH:16]([C:18]3[CH:19]=[C:20]([CH3:24])[CH:21]=[CH:22][CH:23]=3)[C:15](=[N:25]O)[CH2:14][CH:7]12.O1CCOCC1.[NH4+].[OH-]. Product: [NH2:25][CH:15]1[CH:16]([C:18]2[CH:19]=[C:20]([CH3:24])[CH:21]=[CH:22][CH:23]=2)[CH2:17][N:6]2[CH2:5][CH2:4][C:3]3[C:2]([OH:1])=[C:11]([O:12][CH3:13])[CH:10]=[CH:9][C:8]=3[CH:7]2[CH2:14]1. The catalyst class is: 171.